This data is from Forward reaction prediction with 1.9M reactions from USPTO patents (1976-2016). The task is: Predict the product of the given reaction. (1) Given the reactants Cl.C(OCC)C.[F:7][C:8]1[CH:46]=[CH:45][CH:44]=[C:43]([F:47])[C:9]=1[CH2:10][O:11][C:12]1[C:13]2[N:14]([C:18]([C:22]([NH:24][CH:25]([C:35]3[CH:40]=[CH:39][C:38]([F:41])=[C:37]([F:42])[CH:36]=3)[CH2:26][NH:27]C(=O)OC(C)(C)C)=[O:23])=[C:19]([CH3:21])[N:20]=2)[CH:15]=[CH:16][CH:17]=1, predict the reaction product. The product is: [NH2:27][CH2:26][CH:25]([NH:24][C:22]([C:18]1[N:14]2[CH:15]=[CH:16][CH:17]=[C:12]([O:11][CH2:10][C:9]3[C:43]([F:47])=[CH:44][CH:45]=[CH:46][C:8]=3[F:7])[C:13]2=[N:20][C:19]=1[CH3:21])=[O:23])[C:35]1[CH:40]=[CH:39][C:38]([F:41])=[C:37]([F:42])[CH:36]=1. (2) Given the reactants [F:1][C:2]1[C:11]([F:12])=[C:10](C(OC)=O)[C:9]([F:17])=[C:8]([F:18])[C:3]=1[C:4]([O:6][CH3:7])=[O:5].[H][H], predict the reaction product. The product is: [F:1][C:2]1[C:11]([F:12])=[CH:10][C:9]([F:17])=[C:8]([F:18])[C:3]=1[C:4]([O:6][CH3:7])=[O:5]. (3) Given the reactants [CH3:1][N:2]1[C:10]2[C:5](=[CH:6][CH:7]=[CH:8][CH:9]=2)[C:4]([CH3:11])=[C:3]1[CH2:12][N:13]([CH3:18])[C:14](=[O:17])[CH:15]=[CH2:16].Br[C:20]1[CH:21]=[C:22]2[C:27](=[N:28][CH:29]=1)[NH:26][C:25](=[O:30])[CH2:24][CH2:23]2.CCN(C(C)C)C(C)C.C1(C)C=CC=CC=1P(C1C=CC=CC=1C)C1C=CC=CC=1C, predict the reaction product. The product is: [CH3:1][N:2]1[C:10]2[C:5](=[CH:6][CH:7]=[CH:8][CH:9]=2)[C:4]([CH3:11])=[C:3]1[CH2:12][N:13]([CH3:18])[C:14](=[O:17])/[CH:15]=[CH:16]/[C:20]1[CH:29]=[N:28][C:27]2[NH:26][C:25](=[O:30])[CH2:24][CH2:23][C:22]=2[CH:21]=1. (4) The product is: [Cl:13][C:10]1[C:9]2[C:4](=[CH:5][C:6]([F:15])=[CH:7][C:8]=2[F:14])[N:3]=[C:2]([C:19]2[CH:20]=[N:21][CH:22]=[C:17]([CH3:16])[CH:18]=2)[C:11]=1[CH3:12]. Given the reactants Cl[C:2]1[C:11]([CH3:12])=[C:10]([Cl:13])[C:9]2[C:4](=[CH:5][C:6]([F:15])=[CH:7][C:8]=2[F:14])[N:3]=1.[CH3:16][C:17]1[CH:18]=[C:19](B(O)O)[CH:20]=[N:21][CH:22]=1.C(=O)([O-])[O-].[Na+].[Na+].O1CCOCC1, predict the reaction product.